Task: Predict the product of the given reaction.. Dataset: Forward reaction prediction with 1.9M reactions from USPTO patents (1976-2016) (1) Given the reactants [Br:1][C:2]1[C:6]2[N:7]=[C:8]([C:15]3[C:20]([F:21])=[CH:19][CH:18]=[CH:17][C:16]=3[F:22])[C:9]3[CH:10]=[CH:11][CH:12]=[CH:13][C:14]=3[C:5]=2[NH:4][N:3]=1.[CH3:23][Si:24]([CH3:31])([CH3:30])[CH2:25][CH2:26][O:27][CH2:28]Cl, predict the reaction product. The product is: [Br:1][C:2]1[C:6]2[N:7]=[C:8]([C:15]3[C:16]([F:22])=[CH:17][CH:18]=[CH:19][C:20]=3[F:21])[C:9]3[CH:10]=[CH:11][CH:12]=[CH:13][C:14]=3[C:5]=2[N:4]([CH2:28][O:27][CH2:26][CH2:25][Si:24]([CH3:31])([CH3:30])[CH3:23])[N:3]=1. (2) Given the reactants [Br:1][C:2]1[CH:10]=[CH:9][C:5]([C:6]([OH:8])=O)=[CH:4][N:3]=1.Cl.[CH:12]1([C:15]2[CH:16]=[C:17]([CH3:27])[C:18]([N:21]3[CH2:26][CH2:25][NH:24][CH2:23][CH2:22]3)=[N:19][CH:20]=2)[CH2:14][CH2:13]1, predict the reaction product. The product is: [Br:1][C:2]1[N:3]=[CH:4][C:5]([C:6]([N:24]2[CH2:25][CH2:26][N:21]([C:18]3[C:17]([CH3:27])=[CH:16][C:15]([CH:12]4[CH2:13][CH2:14]4)=[CH:20][N:19]=3)[CH2:22][CH2:23]2)=[O:8])=[CH:9][CH:10]=1. (3) Given the reactants [CH3:1][C:2]1[C:10]([CH3:11])=[CH:9][CH:8]=[CH:7][C:3]=1[C:4]([OH:6])=O.C([O:14][C:15](=[O:37])[C:16]([O:19][C:20]1[CH:25]=[CH:24][C:23]([O:26][C:27]2[CH:32]=[CH:31][CH:30]=[C:29]([CH2:33][NH2:34])[CH:28]=2)=[CH:22][C:21]=1[CH2:35]C)([CH3:18])[CH3:17])C, predict the reaction product. The product is: [CH3:1][C:2]1[C:10]([CH3:11])=[CH:9][CH:8]=[CH:7][C:3]=1[C:4]([NH:34][CH2:33][C:29]1[CH:28]=[C:27]([CH:32]=[CH:31][CH:30]=1)[O:26][C:23]1[CH:24]=[CH:25][C:20]([O:19][C:16]([CH3:18])([CH3:17])[C:15]([OH:37])=[O:14])=[C:21]([CH3:35])[CH:22]=1)=[O:6].